Dataset: Full USPTO retrosynthesis dataset with 1.9M reactions from patents (1976-2016). Task: Predict the reactants needed to synthesize the given product. (1) Given the product [ClH:25].[OH:17][C@H:13]1[C@H:12]2[CH2:16][C@H:15]([C@@H:10]([C:8]([N:4]3[CH2:5][CH2:6][CH2:7][C@H:3]3[C:1]#[N:2])=[O:9])[NH:11]2)[CH2:14]1, predict the reactants needed to synthesize it. The reactants are: [C:1]([C@@H:3]1[CH2:7][CH2:6][CH2:5][N:4]1[C:8]([C@@H:10]1[C@H:15]2[CH2:16][C@H:12]([C@H:13]([OH:17])[CH2:14]2)[N:11]1C(OC(C)(C)C)=O)=[O:9])#[N:2].[ClH:25]. (2) Given the product [O:1]1[CH:5]=[CH:4][CH:3]=[C:2]1[C:6]1[NH:36][C:34](=[S:35])[C:33]([C:31]#[N:32])=[C:8]([C:10]2[S:11][CH:12]=[CH:13][CH:14]=2)[CH:7]=1, predict the reactants needed to synthesize it. The reactants are: [O:1]1[CH:5]=[CH:4][CH:3]=[C:2]1/[CH:6]=[CH:7]/[C:8]([C:10]1[S:11][CH:12]=[CH:13][CH:14]=1)=O.C1(C=CC(C2C=CC=CC=2)=O)C=CC=CC=1.[C:31]([CH2:33][C:34]([NH2:36])=[S:35])#[N:32]. (3) Given the product [O:1]([C:8]1[CH:9]=[C:10]([N:11]=[C:15]=[S:16])[CH:12]=[CH:13][CH:14]=1)[C:2]1[CH:3]=[CH:4][CH:5]=[CH:6][CH:7]=1, predict the reactants needed to synthesize it. The reactants are: [O:1]([C:8]1[CH:9]=[C:10]([CH:12]=[CH:13][CH:14]=1)[NH2:11])[C:2]1[CH:7]=[CH:6][CH:5]=[CH:4][CH:3]=1.[C:15](Cl)(Cl)=[S:16].CCCCCC.CCOC(C)=O. (4) Given the product [CH3:1][O:2][C:3]1[C:12]([O:13][CH3:14])=[CH:11][CH:10]=[C:9]2[C:4]=1[CH2:5][CH2:6][CH:7]=[C:8]2[C:20]#[N:21], predict the reactants needed to synthesize it. The reactants are: [CH3:1][O:2][C:3]1[C:12]([O:13][CH3:14])=[CH:11][CH:10]=[C:9]2[C:4]=1[CH2:5][CH2:6][CH2:7][C:8]2=O.[Si]([C:20]#[N:21])(C)(C)C.B(F)(F)F.CCOCC. (5) Given the product [CH:37]1([NH:42][C:23](=[O:25])[CH:22]([C:19]2[CH:18]=[CH:17][C:16]([CH:13]3[CH2:12][CH2:11][N:10]([C:7]4[CH:6]=[CH:5][C:4]([O:3][CH2:1][CH3:2])=[CH:9][CH:8]=4)[CH2:15][CH2:14]3)=[CH:21][CH:20]=2)[CH3:26])[CH2:39][CH2:38]1, predict the reactants needed to synthesize it. The reactants are: [CH2:1]([O:3][C:4]1[CH:9]=[CH:8][C:7]([N:10]2[CH2:15][CH2:14][CH:13]([C:16]3[CH:21]=[CH:20][C:19]([CH:22]([CH3:26])[C:23]([OH:25])=O)=[CH:18][CH:17]=3)[CH2:12][CH2:11]2)=[CH:6][CH:5]=1)[CH3:2].CN(C(O[N:42]1N=[N:42][C:37]2[CH:38]=[CH:39][CH:39]=[CH:38][C:37]1=2)=[N+](C)C)C.[B-](F)(F)(F)F.CCN(C(C)C)C(C)C.C1(N)CC1.